Dataset: Forward reaction prediction with 1.9M reactions from USPTO patents (1976-2016). Task: Predict the product of the given reaction. (1) Given the reactants [N:1]1[C:9]2[CH:8]=[CH:7][N:6]=[CH:5][C:4]=2[S:3][CH:2]=1.Br[C:11]1[C:18]([Cl:19])=[CH:17][C:16]([F:20])=[CH:15][C:12]=1[C:13]#[N:14].C(=O)([O-])[O-].[Cs+].[Cs+].O, predict the reaction product. The product is: [Cl:19][C:18]1[C:11]([C:2]2[S:3][C:4]3[CH:5]=[N:6][CH:7]=[CH:8][C:9]=3[N:1]=2)=[C:12]([CH:15]=[C:16]([F:20])[CH:17]=1)[C:13]#[N:14]. (2) Given the reactants [C:1]12([C:11]3[CH:12]=[C:13]([CH:17]=[CH:18][C:19]=3[O:20][CH3:21])[C:14](O)=[O:15])[CH2:10][CH:5]3[CH2:6][CH:7]([CH2:9][CH:3]([CH2:4]3)[CH2:2]1)[CH2:8]2.[OH:22][C:23]1[CH:30]=[C:29]([OH:31])[CH:28]=[CH:27][C:24]=1[CH2:25][NH2:26], predict the reaction product. The product is: [C:1]12([C:11]3[CH:12]=[C:13]([CH:17]=[CH:18][C:19]=3[O:20][CH3:21])[C:14]([NH:26][CH2:25][C:24]3[CH:27]=[CH:28][C:29]([OH:31])=[CH:30][C:23]=3[OH:22])=[O:15])[CH2:10][CH:5]3[CH2:6][CH:7]([CH2:9][CH:3]([CH2:4]3)[CH2:2]1)[CH2:8]2.